From a dataset of NCI-60 drug combinations with 297,098 pairs across 59 cell lines. Regression. Given two drug SMILES strings and cell line genomic features, predict the synergy score measuring deviation from expected non-interaction effect. (1) Drug 2: CC1C(C(CC(O1)OC2CC(CC3=C2C(=C4C(=C3O)C(=O)C5=C(C4=O)C(=CC=C5)OC)O)(C(=O)CO)O)N)O.Cl. Cell line: HOP-92. Synergy scores: CSS=61.9, Synergy_ZIP=6.47, Synergy_Bliss=5.28, Synergy_Loewe=6.24, Synergy_HSA=7.76. Drug 1: C(CC(=O)O)C(=O)CN.Cl. (2) Drug 1: CC(CN1CC(=O)NC(=O)C1)N2CC(=O)NC(=O)C2. Drug 2: C1CCC(C(C1)N)N.C(=O)(C(=O)[O-])[O-].[Pt+4]. Cell line: UO-31. Synergy scores: CSS=13.6, Synergy_ZIP=-6.48, Synergy_Bliss=-4.07, Synergy_Loewe=0.271, Synergy_HSA=0.548.